This data is from Full USPTO retrosynthesis dataset with 1.9M reactions from patents (1976-2016). The task is: Predict the reactants needed to synthesize the given product. (1) Given the product [Cl:1][C:2]1[CH:3]=[C:4]([CH:6]=[CH:7][C:8]=1[F:9])[NH:5][CH2:11][C:12]1[S:16][CH:15]=[N:14][C:13]=1[CH3:17], predict the reactants needed to synthesize it. The reactants are: [Cl:1][C:2]1[CH:3]=[C:4]([CH:6]=[CH:7][C:8]=1[F:9])[NH2:5].Br[CH2:11][C:12]1[S:16][CH:15]=[N:14][C:13]=1[CH3:17].C(N(CC)CC)C. (2) Given the product [CH3:17][O:16][CH:15]([O:18][CH3:19])[CH2:22][CH:23]([N:1]1[C:9]2[C:4](=[CH:5][CH:6]=[CH:7][CH:8]=2)[CH:3]=[CH:2]1)[CH3:28], predict the reactants needed to synthesize it. The reactants are: [NH:1]1[C:9]2[C:4](=[CH:5][CH:6]=[CH:7][CH:8]=2)[C:3]([C@H](C)CC=O)=[CH:2]1.[CH:15](OC)([O:18][CH3:19])[O:16][CH3:17].[CH3:22][C:23]1C=CC(S(O)(=O)=O)=C[CH:28]=1.O. (3) Given the product [OH:1][C@@H:2]([CH2:22][CH2:23][CH2:24][CH2:25][CH3:26])[CH2:3][CH2:4][C@@H:5]([O:14][CH2:15][CH:16]1[CH2:20][CH2:19][C:18](=[O:21])[NH:17]1)[C:6]1[S:10][C:9]([C:11]([NH:43][S:40]([CH3:39])(=[O:42])=[O:41])=[O:12])=[CH:8][CH:7]=1, predict the reactants needed to synthesize it. The reactants are: [OH:1][C@@H:2]([CH2:22][CH2:23][CH2:24][CH2:25][CH3:26])[CH2:3][CH2:4][C@@H:5]([O:14][CH2:15][CH:16]1[CH2:20][CH2:19][C:18](=[O:21])[NH:17]1)[C:6]1[S:10][C:9]([C:11](O)=[O:12])=[CH:8][CH:7]=1.Cl.CN(C)CCCN=C=NCC.[CH3:39][S:40]([NH2:43])(=[O:42])=[O:41]. (4) Given the product [C:37]([O:36][C:34]([N:10]1[CH2:11][CH2:12][N:13]([C:14]([C:16]2[CH:20]=[C:19]([CH3:21])[N:18]([C:22]3[CH:23]=[CH:24][CH:25]=[CH:26][CH:27]=3)[C:17]=2[C:28]2[CH:29]=[CH:30][CH:31]=[CH:32][CH:33]=2)=[O:15])[C@H:8]([CH:6]([OH:7])[CH2:5][C:4]([OH:41])=[O:3])[CH2:9]1)=[O:35])([CH3:40])([CH3:38])[CH3:39], predict the reactants needed to synthesize it. The reactants are: C([O:3][C:4](=[O:41])[CH2:5][CH:6]([C@H:8]1[N:13]([C:14]([C:16]2[CH:20]=[C:19]([CH3:21])[N:18]([C:22]3[CH:27]=[CH:26][CH:25]=[CH:24][CH:23]=3)[C:17]=2[C:28]2[CH:33]=[CH:32][CH:31]=[CH:30][CH:29]=2)=[O:15])[CH2:12][CH2:11][N:10]([C:34]([O:36][C:37]([CH3:40])([CH3:39])[CH3:38])=[O:35])[CH2:9]1)[OH:7])C.[OH-].[Na+]. (5) Given the product [Cl:1][C:2]1[CH:3]=[CH:4][C:5]([O:6][C:7]([CH3:23])([CH3:22])[CH2:8][O:9][C:10]2[CH:15]=[CH:14][N:13]=[C:12]([NH:16][NH:17][C:30](=[O:31])[CH2:29][O:28][CH2:26][CH3:27])[C:11]=2[C:18]([F:21])([F:19])[F:20])=[CH:24][CH:25]=1, predict the reactants needed to synthesize it. The reactants are: [Cl:1][C:2]1[CH:25]=[CH:24][C:5]([O:6][C:7]([CH3:23])([CH3:22])[CH2:8][O:9][C:10]2[CH:15]=[CH:14][N:13]=[C:12]([NH:16][NH2:17])[C:11]=2[C:18]([F:21])([F:20])[F:19])=[CH:4][CH:3]=1.[CH2:26]([O:28][CH2:29][C:30](Cl)=[O:31])[CH3:27]. (6) Given the product [CH2:1]([C:3]1[CH:4]=[C:5]([O:15][C:16]2[CH:17]=[N:18][C:19]([S:22]([CH3:25])(=[O:24])=[O:23])=[CH:20][CH:21]=2)[CH:6]=[C:7]2[C:11]=1[NH:10][C:9]([C:12](=[S:35])[NH2:14])=[CH:8]2)[CH3:2], predict the reactants needed to synthesize it. The reactants are: [CH2:1]([C:3]1[CH:4]=[C:5]([O:15][C:16]2[CH:17]=[N:18][C:19]([S:22]([CH3:25])(=[O:24])=[O:23])=[CH:20][CH:21]=2)[CH:6]=[C:7]2[C:11]=1[NH:10][C:9]([C:12]([NH2:14])=O)=[CH:8]2)[CH3:2].COC1C=CC(P2(SP(C3C=CC(OC)=CC=3)(=S)S2)=[S:35])=CC=1. (7) Given the product [C:28]([C:21]1[C:22]2[C:23](=[CH:24][N:25]=[CH:26][CH:27]=2)[N:19]([CH2:18][C:17]([N:12]2[C@H:11]([C:9]([OH:10])=[O:8])[CH2:16][C@@H:15]3[C@H:13]2[CH2:14]3)=[O:31])[N:20]=1)(=[O:30])[CH3:29], predict the reactants needed to synthesize it. The reactants are: C([O:8][C:9]([C@@H:11]1[CH2:16][C@@H:15]2[C@@H:13]([CH2:14]2)[N:12]1[C:17](=[O:31])[CH2:18][N:19]1[C:23]2=[CH:24][N:25]=[CH:26][CH:27]=[C:22]2[C:21]([C:28](=[O:30])[CH3:29])=[N:20]1)=[O:10])C1C=CC=CC=1. (8) Given the product [NH2:19][C:14]1[CH:15]=[N:16][C:17]2[C:12]([C:13]=1[NH:22][NH:23][C:24]([O:26][C:27]([CH3:30])([CH3:29])[CH3:28])=[O:25])=[CH:11][CH:10]=[C:9]([O:8][CH2:1][C:2]1[CH:3]=[CH:4][CH:5]=[CH:6][CH:7]=1)[CH:18]=2, predict the reactants needed to synthesize it. The reactants are: [CH2:1]([O:8][C:9]1[CH:18]=[C:17]2[C:12]([C:13]([NH:22][NH:23][C:24]([O:26][C:27]([CH3:30])([CH3:29])[CH3:28])=[O:25])=[C:14]([N+:19]([O-])=O)[CH:15]=[N:16]2)=[CH:11][CH:10]=1)[C:2]1[CH:7]=[CH:6][CH:5]=[CH:4][CH:3]=1. (9) Given the product [C@H:10]12[CH2:24][C@H:13]([CH2:12][CH2:11]1)[C@@H:14]([CH2:15][NH:16][C:17]1[N:22]=[CH:21][C:20]([Br:23])=[CH:19][N:18]=1)[NH:9]2, predict the reactants needed to synthesize it. The reactants are: Cl.C(OC([N:9]1[C@H:14]([CH2:15][NH:16][C:17]2[N:22]=[CH:21][C:20]([Br:23])=[CH:19][N:18]=2)[C@@H:13]2[CH2:24][C@H:10]1[CH2:11][CH2:12]2)=O)(C)(C)C. (10) Given the product [C:24]([O:23][C:21]([NH:3][C@@H:4]1[CH2:8][C@H:7]([C:9]([OH:11])=[O:10])[CH:6]=[CH:5]1)=[O:22])([CH3:27])([CH3:26])[CH3:25], predict the reactants needed to synthesize it. The reactants are: Cl.Cl.[NH2:3][C@@H:4]1[CH2:8][C@H:7]([C:9]([OH:11])=[O:10])[CH:6]=[CH:5]1.CCN(C(C)C)C(C)C.[C:21](O[C:21]([O:23][C:24]([CH3:27])([CH3:26])[CH3:25])=[O:22])([O:23][C:24]([CH3:27])([CH3:26])[CH3:25])=[O:22].